This data is from NCI-60 drug combinations with 297,098 pairs across 59 cell lines. The task is: Regression. Given two drug SMILES strings and cell line genomic features, predict the synergy score measuring deviation from expected non-interaction effect. (1) Drug 1: CNC(=O)C1=CC=CC=C1SC2=CC3=C(C=C2)C(=NN3)C=CC4=CC=CC=N4. Drug 2: C(CC(=O)O)C(=O)CN.Cl. Cell line: UO-31. Synergy scores: CSS=5.42, Synergy_ZIP=-0.303, Synergy_Bliss=2.52, Synergy_Loewe=1.99, Synergy_HSA=1.62. (2) Drug 1: C1CCN(CC1)CCOC2=CC=C(C=C2)C(=O)C3=C(SC4=C3C=CC(=C4)O)C5=CC=C(C=C5)O. Drug 2: CC1=C2C(C(=O)C3(C(CC4C(C3C(C(C2(C)C)(CC1OC(=O)C(C(C5=CC=CC=C5)NC(=O)OC(C)(C)C)O)O)OC(=O)C6=CC=CC=C6)(CO4)OC(=O)C)O)C)O. Cell line: UO-31. Synergy scores: CSS=15.9, Synergy_ZIP=-1.54, Synergy_Bliss=4.08, Synergy_Loewe=-1.04, Synergy_HSA=6.52. (3) Cell line: MOLT-4. Drug 2: C1C(C(OC1N2C=NC3=C2NC=NCC3O)CO)O. Drug 1: CC(C)(C#N)C1=CC(=CC(=C1)CN2C=NC=N2)C(C)(C)C#N. Synergy scores: CSS=6.71, Synergy_ZIP=-1.03, Synergy_Bliss=-8.87, Synergy_Loewe=0.402, Synergy_HSA=-3.75. (4) Drug 1: C1=NC2=C(N=C(N=C2N1C3C(C(C(O3)CO)O)O)F)N. Drug 2: CS(=O)(=O)OCCCCOS(=O)(=O)C. Cell line: UO-31. Synergy scores: CSS=-1.21, Synergy_ZIP=-0.489, Synergy_Bliss=0.0171, Synergy_Loewe=-2.83, Synergy_HSA=-2.20.